Dataset: Peptide-MHC class I binding affinity with 185,985 pairs from IEDB/IMGT. Task: Regression. Given a peptide amino acid sequence and an MHC pseudo amino acid sequence, predict their binding affinity value. This is MHC class I binding data. (1) The peptide sequence is AIDDFCLFA. The MHC is HLA-A25:01 with pseudo-sequence HLA-A25:01. The binding affinity (normalized) is 0.0847. (2) The peptide sequence is VVIILVFL. The MHC is H-2-Db with pseudo-sequence H-2-Db. The binding affinity (normalized) is 0. (3) The peptide sequence is TKDAERGKL. The MHC is HLA-A26:01 with pseudo-sequence HLA-A26:01. The binding affinity (normalized) is 0.0847. (4) The peptide sequence is RQFPTAFIF. The MHC is Mamu-B52 with pseudo-sequence Mamu-B52. The binding affinity (normalized) is 0.729. (5) The peptide sequence is IHLDKGGQF. The MHC is HLA-B07:02 with pseudo-sequence HLA-B07:02. The binding affinity (normalized) is 0.0847. (6) The peptide sequence is MGYELWPTKW. The MHC is Mamu-B52 with pseudo-sequence Mamu-B52. The binding affinity (normalized) is 1.00.